Dataset: Forward reaction prediction with 1.9M reactions from USPTO patents (1976-2016). Task: Predict the product of the given reaction. (1) Given the reactants [C:1]1([C:7]2[CH:12]=[C:11]([C:13]3[CH:18]=[CH:17][CH:16]=[CH:15][CH:14]=3)[N:10]=[C:9]([O:19][CH2:20][CH2:21]CC#N)[CH:8]=2)[CH:6]=[CH:5][CH:4]=[CH:3][CH:2]=1.[C:25]([OH:28])(=[O:27])[CH3:26], predict the reaction product. The product is: [C:1]1([C:7]2[CH:12]=[C:11]([C:13]3[CH:18]=[CH:17][CH:16]=[CH:15][CH:14]=3)[N:10]=[C:9]([O:19][CH2:20][CH2:21][CH2:26][C:25]([OH:28])=[O:27])[CH:8]=2)[CH:6]=[CH:5][CH:4]=[CH:3][CH:2]=1. (2) Given the reactants C(O[CH:4]=[C:5]1[C:16]2[C:8](=[CH:9][CH:10]=[C:11]3[C:15]=2[S:14][CH:13]=[N:12]3)[NH:7][C:6]1=[O:17])C.[C:18]([NH:21][S:22]([C:25]1[CH:30]=[CH:29][C:28]([NH2:31])=[CH:27][CH:26]=1)(=[O:24])=[O:23])(=[O:20])[CH3:19], predict the reaction product. The product is: [C:18]([NH:21][S:22]([C:25]1[CH:30]=[CH:29][C:28]([NH:31][CH:4]=[C:5]2[C:16]3[C:8](=[CH:9][CH:10]=[C:11]4[C:15]=3[S:14][CH:13]=[N:12]4)[NH:7][C:6]2=[O:17])=[CH:27][CH:26]=1)(=[O:24])=[O:23])(=[O:20])[CH3:19]. (3) Given the reactants Cl[CH2:2][C@H:3]([CH3:21])[C@H:4]([C:7]1[CH:12]=[CH:11][CH:10]=[C:9]([O:13][CH2:14][C:15]2[CH:20]=[CH:19][CH:18]=[CH:17][CH:16]=2)[CH:8]=1)[CH2:5][CH3:6].C(=O)([O-])[O-].[K+].[K+].Cl.[CH3:29][NH:30][CH3:31].O, predict the reaction product. The product is: [CH2:5]([C@@H:4]([C:7]1[CH:12]=[CH:11][CH:10]=[C:9]([O:13][CH2:14][C:15]2[CH:20]=[CH:19][CH:18]=[CH:17][CH:16]=2)[CH:8]=1)[C@@H:3]([CH3:21])[CH2:2][N:30]([CH3:31])[CH3:29])[CH3:6]. (4) Given the reactants [CH2:1]([O:3][C:4]([C:6]1[O:7][C:8]2[CH:15]=[CH:14][CH:13]=[C:12]([C:16]#[C:17][Si](C)(C)C)[C:9]=2[C:10]=1[CH3:11])=[O:5])[CH3:2].[F-].C([N+](CCCC)(CCCC)CCCC)CCC, predict the reaction product. The product is: [CH2:1]([O:3][C:4]([C:6]1[O:7][C:8]2[CH:15]=[CH:14][CH:13]=[C:12]([C:16]#[CH:17])[C:9]=2[C:10]=1[CH3:11])=[O:5])[CH3:2]. (5) Given the reactants [Br:1][C:2]1[CH:7]=[CH:6][C:5]([NH2:8])=[CH:4][CH:3]=1.[CH3:9][S:10](Cl)(=[O:12])=[O:11].O, predict the reaction product. The product is: [Br:1][C:2]1[CH:7]=[CH:6][C:5]([NH:8][S:10]([CH3:9])(=[O:12])=[O:11])=[CH:4][CH:3]=1.